Dataset: Full USPTO retrosynthesis dataset with 1.9M reactions from patents (1976-2016). Task: Predict the reactants needed to synthesize the given product. The reactants are: [OH:1][CH2:2][CH2:3][CH2:4][C:5]1[C:13]2[C:8](=[CH:9][CH:10]=[CH:11][CH:12]=2)[NH:7][C:6]=1[C:14]([O:16][CH2:17][CH3:18])=[O:15].[C:19]1(O)[CH:24]=[CH:23][CH:22]=[CH:21][CH:20]=1. Given the product [O:1]([CH2:2][CH2:3][CH2:4][C:5]1[C:13]2[C:8](=[CH:9][CH:10]=[CH:11][CH:12]=2)[NH:7][C:6]=1[C:14]([O:16][CH2:17][CH3:18])=[O:15])[C:19]1[CH:24]=[CH:23][CH:22]=[CH:21][CH:20]=1, predict the reactants needed to synthesize it.